Predict which catalyst facilitates the given reaction. From a dataset of Catalyst prediction with 721,799 reactions and 888 catalyst types from USPTO. (1) Reactant: FC(F)(F)S([C:6]1[C:15]2[C:10](=[CH:11][CH:12]=[CH:13][CH:14]=2)[O:9][CH2:8][CH:7]=1)(=O)=O.[C:18]1([CH3:24])[CH:23]=[CH:22][CH:21]=[CH:20][CH:19]=1.[Cl-].[Li+].[C:27](=O)([O-])[O-:28].[K+].[K+].C([OH:35])C. Product: [O:9]1[C:10]2[C:15](=[CH:14][CH:13]=[CH:12][CH:11]=2)[C:6]([C:21]2[CH:22]=[CH:23][C:18]([C:24]([O:28][CH3:27])=[O:35])=[CH:19][CH:20]=2)=[CH:7][CH2:8]1. The catalyst class is: 73. (2) Reactant: [OH:1][C:2]1[CH:3]=[C:4]([C:8](=O)[CH3:9])[CH:5]=[CH:6][CH:7]=1.[CH2:11]([NH2:14])[CH2:12][NH2:13].[BH4-].[Na+].Cl. Product: [NH2:13][CH2:12][CH2:11][NH:14][CH:8]([C:4]1[CH:3]=[C:2]([OH:1])[CH:7]=[CH:6][CH:5]=1)[CH3:9]. The catalyst class is: 5. (3) Reactant: [CH3:1][C:2]1[CH:3]=[CH:4][CH:5]=[C:6]2[C:11]=1[N:10]=[CH:9][CH:8]=[CH:7]2.ClC1C=CC=C(C(OO)=[O:20])C=1.C(=O)([O-])O.[Na+]. Product: [CH3:1][C:2]1[CH:3]=[CH:4][CH:5]=[C:6]2[C:11]=1[N+:10]([O-:20])=[CH:9][CH:8]=[CH:7]2. The catalyst class is: 22. (4) Reactant: C([O:8][C:9]1[CH:10]=[N:11][C:12]([C:15]2[CH:16]=[C:17]([CH:21]([C:23]3[C:28](=[O:29])[CH:27]=[CH:26][N:25]([C:30]4[CH:31]=[N:32][N:33]([CH3:35])[CH:34]=4)[N:24]=3)[CH3:22])[CH:18]=[CH:19][CH:20]=2)=[N:13][CH:14]=1)C1C=CC=CC=1. Product: [OH:8][C:9]1[CH:10]=[N:11][C:12]([C:15]2[CH:16]=[C:17]([CH:21]([C:23]3[C:28](=[O:29])[CH:27]=[CH:26][N:25]([C:30]4[CH:31]=[N:32][N:33]([CH3:35])[CH:34]=4)[N:24]=3)[CH3:22])[CH:18]=[CH:19][CH:20]=2)=[N:13][CH:14]=1. The catalyst class is: 14. (5) Reactant: [CH3:1][C:2]1[N:6]=[C:5]([C:7]2[C:16]3[C:11](=[CH:12][CH:13]=[CH:14][CH:15]=3)[CH:10]=[CH:9][CH:8]=2)[NH:4][C:3]=1[CH2:17]O.O=S(Cl)Cl.[CH:23]1([N:28]2[CH2:33][CH2:32][NH:31][CH2:30][CH2:29]2)[CH2:27][CH2:26][CH2:25][CH2:24]1.CCN(CC)CC. Product: [CH:23]1([N:28]2[CH2:29][CH2:30][N:31]([CH2:17][C:3]3[NH:4][C:5]([C:7]4[C:16]5[C:11](=[CH:12][CH:13]=[CH:14][CH:15]=5)[CH:10]=[CH:9][CH:8]=4)=[N:6][C:2]=3[CH3:1])[CH2:32][CH2:33]2)[CH2:24][CH2:25][CH2:26][CH2:27]1. The catalyst class is: 2. (6) Reactant: [F:1][C:2]1[C:3]([CH2:24][NH:25][CH3:26])=[CH:4][N:5]([S:14]([C:17]2[C:18]([CH3:23])=[N:19][CH:20]=[CH:21][CH:22]=2)(=[O:16])=[O:15])[C:6]=1[C:7]1[C:8]([F:13])=[N:9][CH:10]=[CH:11][CH:12]=1.[C:27]([OH:34])(=[O:33])/[CH:28]=[CH:29]/[C:30]([OH:32])=[O:31]. Product: [C:27]([OH:34])(=[O:33])/[CH:28]=[CH:29]/[C:30]([OH:32])=[O:31].[F:1][C:2]1[C:3]([CH2:24][NH:25][CH3:26])=[CH:4][N:5]([S:14]([C:17]2[C:18]([CH3:23])=[N:19][CH:20]=[CH:21][CH:22]=2)(=[O:16])=[O:15])[C:6]=1[C:7]1[C:8]([F:13])=[N:9][CH:10]=[CH:11][CH:12]=1. The catalyst class is: 336. (7) Reactant: Cl[CH2:2][C:3]1[CH:4]=[CH:5][C:6]2[N:10]=[CH:9][N:8]([C:11]3[S:15][C:14]([C:16]([O:18][CH3:19])=[O:17])=[C:13]([O:20][C@@H:21]([C:23]4[CH:28]=[CH:27][CH:26]=[CH:25][C:24]=4[C:29]([F:32])([F:31])[F:30])[CH3:22])[CH:12]=3)[C:7]=2[CH:33]=1.[CH3:34][S-:35].[Na+]. The catalyst class is: 508. Product: [CH3:34][S:35][CH2:2][C:3]1[CH:4]=[CH:5][C:6]2[N:10]=[CH:9][N:8]([C:11]3[S:15][C:14]([C:16]([O:18][CH3:19])=[O:17])=[C:13]([O:20][C@@H:21]([C:23]4[CH:28]=[CH:27][CH:26]=[CH:25][C:24]=4[C:29]([F:32])([F:31])[F:30])[CH3:22])[CH:12]=3)[C:7]=2[CH:33]=1.